Dataset: Catalyst prediction with 721,799 reactions and 888 catalyst types from USPTO. Task: Predict which catalyst facilitates the given reaction. (1) Reactant: [CH:1]1([C:4]([N:6]2[CH2:11][CH2:10][N:9]([C:12]3[N:19]=[C:18]([CH:20]4[CH2:22][CH2:21]4)[C:17]([C:23]4[CH:24]=[N:25][NH:26][CH:27]=4)=[CH:16][C:13]=3[C:14]#[N:15])[CH2:8][C@H:7]2[CH:28]2[CH2:30][CH2:29]2)=[O:5])[CH2:3][CH2:2]1.[H-].[Na+].Cl[CH2:34][S:35][CH3:36]. Product: [CH:1]1([C:4]([N:6]2[CH2:11][CH2:10][N:9]([C:12]3[N:19]=[C:18]([CH:20]4[CH2:21][CH2:22]4)[C:17]([C:23]4[CH:24]=[N:25][N:26]([CH2:34][S:35][CH3:36])[CH:27]=4)=[CH:16][C:13]=3[C:14]#[N:15])[CH2:8][C@H:7]2[CH:28]2[CH2:29][CH2:30]2)=[O:5])[CH2:2][CH2:3]1. The catalyst class is: 3. (2) Reactant: [Br:1][C:2]1[CH:3]=[N:4][C:5]([C:9]([O:11][CH2:12][CH3:13])=[O:10])=[N+:6]([O-])[CH:7]=1.FC(F)(F)C(OC(=O)C(F)(F)F)=[O:17]. Product: [Br:1][C:2]1[C:3](=[O:17])[NH:4][C:5]([C:9]([O:11][CH2:12][CH3:13])=[O:10])=[N:6][CH:7]=1. The catalyst class is: 9. (3) Reactant: Cl[C:2]1[C:11]2[C:6](=[CH:7][CH:8]=[CH:9][CH:10]=2)[CH:5]=[C:4]([C:12]2[CH:17]=[CH:16][CH:15]=[CH:14][C:13]=2[C:18]([F:21])([F:20])[F:19])[N:3]=1.[NH:22]1[C:30]2[C:25](=[CH:26][CH:27]=[CH:28][CH:29]=2)[C:24]([NH2:31])=[N:23]1. The catalyst class is: 8. Product: [NH:22]1[C:30]2[C:25](=[CH:26][CH:27]=[CH:28][CH:29]=2)[C:24]([NH:31][C:2]2[C:11]3[C:6](=[CH:7][CH:8]=[CH:9][CH:10]=3)[CH:5]=[C:4]([C:12]3[CH:17]=[CH:16][CH:15]=[CH:14][C:13]=3[C:18]([F:21])([F:20])[F:19])[N:3]=2)=[N:23]1. (4) Reactant: [C:1]([C:4]1[CH:14]=[CH:13][C:7]([C:8]([O:10][CH2:11][CH3:12])=[O:9])=[CH:6][CH:5]=1)(=[O:3])[CH3:2].[Al+3].[Cl-].[Cl-].[Cl-].[Br:19]Br.C([O-])(O)=O.[Na+]. Product: [Br:19][CH2:2][C:1]([C:4]1[CH:14]=[CH:13][C:7]([C:8]([O:10][CH2:11][CH3:12])=[O:9])=[CH:6][CH:5]=1)=[O:3]. The catalyst class is: 28. (5) Reactant: [C:1](Cl)(=[O:8])[C:2]1[CH:7]=[CH:6][CH:5]=[CH:4][CH:3]=1.Cl.[CH3:11][O:12][C:13](=[O:36])[C@H:14]([CH2:22][C:23]1[CH:28]=[C:27]([Cl:29])[C:26]([O:30][CH2:31][CH2:32][CH2:33][NH2:34])=[C:25]([Cl:35])[CH:24]=1)[NH:15][C:16](=[O:21])[C:17]([F:20])([F:19])[F:18].C(=O)(O)[O-].[Na+].O. Product: [CH3:11][O:12][C:13](=[O:36])[C@H:14]([CH2:22][C:23]1[CH:24]=[C:25]([Cl:35])[C:26]([O:30][CH2:31][CH2:32][CH2:33][NH:34][C:1](=[O:8])[C:2]2[CH:7]=[CH:6][CH:5]=[CH:4][CH:3]=2)=[C:27]([Cl:29])[CH:28]=1)[NH:15][C:16](=[O:21])[C:17]([F:20])([F:18])[F:19]. The catalyst class is: 13. (6) Reactant: Cl.C(OC([N:9]1[CH2:16][CH:15]2[O:17][CH:11]([CH2:12][N:13]([CH2:18][CH2:19][N:20]([CH2:25][CH2:26][O:27][C:28]3[CH:33]=[CH:32][C:31]([C:34]#[N:35])=[CH:30][CH:29]=3)[S:21]([CH3:24])(=[O:23])=[O:22])[CH2:14]2)[CH2:10]1)=O)(C)(C)C. The catalyst class is: 12. Product: [C:34]([C:31]1[CH:30]=[CH:29][C:28]([O:27][CH2:26][CH2:25][N:20]([CH2:19][CH2:18][N:13]2[CH2:14][CH:15]3[O:17][CH:11]([CH2:10][NH:9][CH2:16]3)[CH2:12]2)[S:21]([CH3:24])(=[O:23])=[O:22])=[CH:33][CH:32]=1)#[N:35].